From a dataset of Forward reaction prediction with 1.9M reactions from USPTO patents (1976-2016). Predict the product of the given reaction. Given the reactants [CH3:1][C:2]1[CH2:3][C:4](=O)[NH:5][CH:6]([C:9]2[CH:14]=[CH:13][CH:12]=[CH:11][C:10]=2[CH3:15])[C:7]=1[CH3:8], predict the reaction product. The product is: [CH3:1][C:2]1[CH2:3][CH2:4][NH:5][CH:6]([C:9]2[CH:14]=[CH:13][CH:12]=[CH:11][C:10]=2[CH3:15])[C:7]=1[CH3:8].